Dataset: Full USPTO retrosynthesis dataset with 1.9M reactions from patents (1976-2016). Task: Predict the reactants needed to synthesize the given product. (1) Given the product [Br:1][C:2]1[CH:10]=[C:9]([C:11]([O:13][CH2:29][CH3:30])=[O:12])[CH:8]=[CH:7][C:3]=1[C:4]([O:6][CH2:22][CH3:23])=[O:5], predict the reactants needed to synthesize it. The reactants are: [Br:1][C:2]1[CH:10]=[C:9]([C:11]([OH:13])=[O:12])[CH:8]=[CH:7][C:3]=1[C:4]([OH:6])=[O:5].O=S(Cl)Cl.S(Cl)(Cl)=O.[C:22]1(C)C=CC=C[CH:23]=1.[CH2:29](O)[CH3:30]. (2) Given the product [N+:16]([C:15]1[C:10]([NH:9][CH2:8][C@H:5]2[CH2:4][CH2:3][C@H:2]([NH:1][S:33]([CH3:32])(=[O:35])=[O:34])[CH2:7][CH2:6]2)=[N:11][C:12]([NH:19][CH2:20][C:21]2[CH:26]=[CH:25][CH:24]=[CH:23][C:22]=2[O:27][C:28]([F:30])([F:31])[F:29])=[N:13][CH:14]=1)([O-:18])=[O:17], predict the reactants needed to synthesize it. The reactants are: [NH2:1][C@H:2]1[CH2:7][CH2:6][C@H:5]([CH2:8][NH:9][C:10]2[C:15]([N+:16]([O-:18])=[O:17])=[CH:14][N:13]=[C:12]([NH:19][CH2:20][C:21]3[CH:26]=[CH:25][CH:24]=[CH:23][C:22]=3[O:27][C:28]([F:31])([F:30])[F:29])[N:11]=2)[CH2:4][CH2:3]1.[CH3:32][S:33](Cl)(=[O:35])=[O:34].CCN(C(C)C)C(C)C. (3) Given the product [F:1][C:2]1[CH:20]=[CH:19][CH:18]=[CH:17][C:3]=1[CH2:4][C:5]1[N:9]2[CH:10]=[CH:11][CH:12]=[CH:13][C:8]2=[C:7]([C:14]#[N:16])[N:6]=1, predict the reactants needed to synthesize it. The reactants are: [F:1][C:2]1[CH:20]=[CH:19][CH:18]=[CH:17][C:3]=1[CH2:4][C:5]1[N:9]2[CH:10]=[CH:11][CH:12]=[CH:13][C:8]2=[C:7]([C:14]([NH2:16])=O)[N:6]=1.N1C=CC=CC=1.FC(F)(F)C(OC(=O)C(F)(F)F)=O.O. (4) Given the product [F:38][C:33]1[CH:32]=[C:31]([CH:36]=[C:35]([F:37])[CH:34]=1)[CH2:30][C@H:29]1[C@@H:28]([C@H:11]2[CH2:10][C:9]3[C:14](=[C:5]([O:4][CH2:1][CH:2]=[CH2:3])[CH:6]=[CH:7][CH:8]=3)[CH2:13][N:12]2[CH:15]([C:16]2[CH:17]=[CH:18][CH:19]=[CH:20][CH:21]=2)[C:22]2[CH:27]=[CH:26][CH:25]=[CH:24][CH:23]=2)[O:40][C:41](=[O:42])[NH:39]1, predict the reactants needed to synthesize it. The reactants are: [CH2:1]([O:4][C:5]1[CH:6]=[CH:7][CH:8]=[C:9]2[C:14]=1[CH2:13][N:12]([CH:15]([C:22]1[CH:27]=[CH:26][CH:25]=[CH:24][CH:23]=1)[C:16]1[CH:21]=[CH:20][CH:19]=[CH:18][CH:17]=1)[C@@H:11]([C@@H:28]([OH:40])[C@@H:29]([NH2:39])[CH2:30][C:31]1[CH:36]=[C:35]([F:37])[CH:34]=[C:33]([F:38])[CH:32]=1)[CH2:10]2)[CH:2]=[CH2:3].[C:41](=O)([O-])[O-:42].[K+].[K+].C(Br)C=C.C(OCC)(=O)C. (5) The reactants are: Cl[C:2]1[CH:7]=[CH:6][N:5]=[C:4]([C:8]([NH:10][CH3:11])=[O:9])[CH:3]=1.[B:12]1([B:12]2[O:16][C:15]([CH3:18])([CH3:17])[C:14]([CH3:20])([CH3:19])[O:13]2)[O:16][C:15]([CH3:18])([CH3:17])[C:14]([CH3:20])([CH3:19])[O:13]1. Given the product [CH3:11][NH:10][C:8](=[O:9])[C:4]1[CH:3]=[C:2]([B:12]2[O:16][C:15]([CH3:18])([CH3:17])[C:14]([CH3:20])([CH3:19])[O:13]2)[CH:7]=[CH:6][N:5]=1, predict the reactants needed to synthesize it. (6) Given the product [F:1][C:2]1[CH:3]=[CH:4][C:5]([N:8]2[C:16]3[C:11](=[CH:12][C:13]([O:17][C@H:18]([C:22]4[CH:27]=[CH:26][CH:25]=[C:24]([O:28][CH3:29])[CH:23]=4)[C@@H:19]([NH:21][C:36]([C:33]4[S:34][CH:35]=[C:31]([CH3:30])[N:32]=4)=[O:37])[CH3:20])=[CH:14][CH:15]=3)[CH:10]=[N:9]2)=[CH:6][CH:7]=1, predict the reactants needed to synthesize it. The reactants are: [F:1][C:2]1[CH:7]=[CH:6][C:5]([N:8]2[C:16]3[C:11](=[CH:12][C:13]([O:17][C@H:18]([C:22]4[CH:27]=[CH:26][CH:25]=[C:24]([O:28][CH3:29])[CH:23]=4)[C@@H:19]([NH2:21])[CH3:20])=[CH:14][CH:15]=3)[CH:10]=[N:9]2)=[CH:4][CH:3]=1.[CH3:30][C:31]1[N:32]=[C:33]([C:36](O)=[O:37])[S:34][CH:35]=1.